Dataset: Peptide-MHC class II binding affinity with 134,281 pairs from IEDB. Task: Regression. Given a peptide amino acid sequence and an MHC pseudo amino acid sequence, predict their binding affinity value. This is MHC class II binding data. (1) The peptide sequence is AVAEAAVASAPQTTP. The MHC is HLA-DQA10501-DQB10301 with pseudo-sequence HLA-DQA10501-DQB10301. The binding affinity (normalized) is 0.591. (2) The MHC is DRB1_0301 with pseudo-sequence DRB1_0301. The binding affinity (normalized) is 0.824. The peptide sequence is MIVDTISDFRAAIAN.